Dataset: Reaction yield outcomes from USPTO patents with 853,638 reactions. Task: Predict the reaction yield, written as a fraction of the theoretical maximum amount of product (1.0 means a 100% yield; for example, 0.34 means a 34% yield). (1) The reactants are CS([C:4]1[N:9]=[C:8]([NH:10][C:11]2[S:12][C:13]3[CH:19]=[CH:18][CH:17]=[CH:16][C:14]=3[N:15]=2)[CH:7]=[C:6]([CH2:20][C:21]2[CH:26]=[CH:25][CH:24]=[CH:23][CH:22]=2)[N:5]=1)=O.[NH2:27][C@H:28]1[CH2:33][CH2:32][C@H:31]([OH:34])[CH2:30][CH2:29]1. The catalyst is C(O)(C)C. The product is [S:12]1[C:13]2[CH:19]=[CH:18][CH:17]=[CH:16][C:14]=2[N:15]=[C:11]1[NH:10][C:8]1[CH:7]=[C:6]([CH2:20][C:21]2[CH:26]=[CH:25][CH:24]=[CH:23][CH:22]=2)[N:5]=[C:4]([NH:27][C@H:28]2[CH2:33][CH2:32][C@H:31]([OH:34])[CH2:30][CH2:29]2)[N:9]=1. The yield is 0.720. (2) The reactants are [O:1]1[CH2:6][CH:5]=[C:4](B2OC(C)(C)C(C)(C)O2)[CH2:3][CH2:2]1.Cl[C:17]1[C:18]([O:23][C@H:24]2[CH2:29][CH2:28][C@H:27]([NH:30][C:31]3[S:32][C:33]4[CH:39]=[CH:38][CH:37]=[CH:36][C:34]=4[N:35]=3)[CH2:26][CH2:25]2)=[N:19][CH:20]=[CH:21][N:22]=1.C(=O)([O-])[O-].[Na+].[Na+]. The catalyst is COCCOC. The product is [O:1]1[CH2:6][CH:5]=[C:4]([C:17]2[C:18]([O:23][C@H:24]3[CH2:25][CH2:26][C@H:27]([NH:30][C:31]4[S:32][C:33]5[CH:39]=[CH:38][CH:37]=[CH:36][C:34]=5[N:35]=4)[CH2:28][CH2:29]3)=[N:19][CH:20]=[CH:21][N:22]=2)[CH2:3][CH2:2]1. The yield is 0.830.